Dataset: Full USPTO retrosynthesis dataset with 1.9M reactions from patents (1976-2016). Task: Predict the reactants needed to synthesize the given product. (1) Given the product [Cl:31][C:32]1[CH:53]=[CH:52][C:35]([C:36]([C:38]2[N:42]([CH3:43])[C:41]([CH:44]([CH2:50][CH3:51])[C:45]([OH:47])=[O:46])=[CH:40][CH:39]=2)=[O:37])=[CH:34][CH:33]=1, predict the reactants needed to synthesize it. The reactants are: ClC1C=CC(C(C2N(C)C(CC(OCC)=O)=CC=2)=O)=CC=1.[NH2-].[Na+].N.C(I)C.[Cl-].[NH4+].Cl.[Cl:31][C:32]1[CH:53]=[CH:52][C:35]([C:36]([C:38]2[N:42]([CH3:43])[C:41]([CH:44]([CH2:50][CH3:51])[C:45]([O:47]CC)=[O:46])=[CH:40][CH:39]=2)=[O:37])=[CH:34][CH:33]=1.[OH-].[Na+]. (2) Given the product [CH3:1]/[C:2](/[CH2:8][CH2:9][CH:10]=[CH2:11])=[CH:3]/[C:4]([OH:6])=[O:5], predict the reactants needed to synthesize it. The reactants are: [CH3:1]/[C:2](/[CH2:8][CH2:9][CH:10]=[CH2:11])=[CH:3]/[C:4]([O:6]C)=[O:5].[Li+].[OH-]. (3) Given the product [CH2:1]([O:5][CH2:6][CH2:7][O:8][C:9]1[CH:10]=[CH:11][C:12]([C:15]2[CH:16]=[CH:17][C:18]3[N:24]([CH2:11][CH:12]([CH3:15])[CH3:13])[CH2:23][CH2:22][C:21]([C:25]([NH:27][C:28]4[CH:33]=[CH:32][C:31]([CH:34]([OH:42])[C:35]5[CH:40]=[CH:39][CH:38]=[CH:37][N+:36]=5[O-:41])=[C:30]([CH3:43])[CH:29]=4)=[O:26])=[CH:20][C:19]=3[CH:44]=2)=[CH:13][CH:14]=1)[CH2:2][CH2:3][CH3:4], predict the reactants needed to synthesize it. The reactants are: [CH2:1]([O:5][CH2:6][CH2:7][O:8][C:9]1[CH:14]=[CH:13][C:12]([C:15]2[CH:16]=[CH:17][C:18]3[NH:24][CH2:23][CH2:22][C:21]([C:25]([NH:27][C:28]4[CH:33]=[CH:32][C:31]([CH:34]([OH:42])[C:35]5[CH:40]=[CH:39][CH:38]=[CH:37][N+:36]=5[O-:41])=[C:30]([CH3:43])[CH:29]=4)=[O:26])=[CH:20][C:19]=3[CH:44]=2)=[CH:11][CH:10]=1)[CH2:2][CH2:3][CH3:4].C(=O)(O)[O-].[Na+]. (4) Given the product [CH3:13][C:6]1([CH3:14])[CH2:5][C@H:4]([NH2:1])[CH2:12][C@H:11]2[N:7]1[CH2:8][CH2:9][CH2:10]2, predict the reactants needed to synthesize it. The reactants are: [N:1]([C@@H:4]1[CH2:12][C@H:11]2[N:7]([CH2:8][CH2:9][CH2:10]2)[C:6]([CH3:14])([CH3:13])[CH2:5]1)=[N+]=[N-]. (5) Given the product [NH2:24]/[CH:7]=[C:6](/[N:9]1[C:13]([CH3:14])=[CH:12][CH:11]=[C:10]1[C:15]([O:17][CH2:18][CH3:19])=[O:16])\[C:4]([O:3][CH2:1][CH3:2])=[O:5], predict the reactants needed to synthesize it. The reactants are: [CH2:1]([O:3][C:4](/[C:6](/[N:9]1[C:13]([CH3:14])=[CH:12][CH:11]=[C:10]1[C:15]([O:17][CH2:18][CH3:19])=[O:16])=[CH:7]\O)=[O:5])[CH3:2].C([O-])(=O)C.[NH4+:24].